This data is from Tox21: 12 toxicity assays (nuclear receptors and stress response pathways). The task is: Binary classification across 12 toxicity assays. (1) The compound is COc1ccc(CC2c3cc(OC)c(OC)cc3CC[N+]2(C)CCC(=O)OCCCCCOC(=O)CC[N+]2(C)CCc3cc(OC)c(OC)cc3C2Cc2ccc(OC)c(OC)c2)cc1OC.O=S(=O)([O-])c1ccccc1.O=S(=O)([O-])c1ccccc1. It tested positive (active) for: NR-AR (Androgen Receptor agonist activity). (2) The drug is COc1cc([C@@H]2c3cc4c(cc3C(O[C@@H]3O[C@@H]5CO[C@@H](C)O[C@H]5[C@H](O)[C@H]3O)C3COC(=O)[C@@H]32)OCO4)cc(OC)c1OP(=O)(O)O. It tested positive (active) for: NR-ER (Estrogen Receptor agonist activity), SR-ATAD5 (ATAD5 genotoxicity (DNA damage)), and SR-p53 (p53 tumor suppressor activation). (3) The compound is Cc1ccc([N+](=O)[O-])c([N+](=O)[O-])c1. It tested positive (active) for: SR-ARE (Antioxidant Response Element (oxidative stress)). (4) The compound is COc1ccc(C(Cl)=C(c2ccc(OC)cc2)c2ccc(OC)cc2)cc1. It tested positive (active) for: NR-Aromatase (Aromatase enzyme inhibition), and SR-MMP (Mitochondrial Membrane Potential disruption). (5) The compound is C=CCc1ccc(OC(=O)Cc2ccccc2)c(OC)c1. It tested positive (active) for: NR-ER (Estrogen Receptor agonist activity). (6) The drug is CC(C)OC(=O)Nc1cccc(Cl)c1. It tested positive (active) for: SR-ATAD5 (ATAD5 genotoxicity (DNA damage)). (7) The molecule is C[C@@H]1C[C@H]2[C@@H]3CCC4=CC(=O)C=C[C@]4(C)[C@@]3(Cl)[C@@H](O)C[C@]2(C)[C@@]1(OC(=O)c1ccco1)C(=O)CCl. It tested positive (active) for: NR-AR (Androgen Receptor agonist activity), SR-ARE (Antioxidant Response Element (oxidative stress)), and SR-MMP (Mitochondrial Membrane Potential disruption).